Dataset: Full USPTO retrosynthesis dataset with 1.9M reactions from patents (1976-2016). Task: Predict the reactants needed to synthesize the given product. (1) Given the product [Cl:29][C:25]1[CH:24]=[C:23]([CH:28]=[CH:27][CH:26]=1)[C:22]([NH:21][C:15]1[CH:16]=[C:17]([Cl:20])[CH:18]=[CH:19][C:14]=1[C:11]1[CH2:12][CH2:13][NH:8][CH2:9][CH:10]=1)=[O:30], predict the reactants needed to synthesize it. The reactants are: C(OC([N:8]1[CH2:13][CH:12]=[C:11]([C:14]2[CH:19]=[CH:18][C:17]([Cl:20])=[CH:16][C:15]=2[NH:21][C:22](=[O:30])[C:23]2[CH:28]=[CH:27][CH:26]=[C:25]([Cl:29])[CH:24]=2)[CH2:10][CH2:9]1)=O)(C)(C)C.FC(F)(F)C(O)=O.[OH-].[Na+]. (2) Given the product [CH3:1][C:2]1[S:3][C:4]([CH3:14])=[CH:5][C:6]=1[CH2:7][CH2:8][OH:9], predict the reactants needed to synthesize it. The reactants are: [CH3:1][C:2]1[S:3][C:4]([CH3:14])=[CH:5][C:6]=1[C:7](=O)[C:8](OCC)=[O:9]. (3) Given the product [F:1][C:2]1[CH:3]=[CH:4][C:5]([N:8]2[C:16]3[C:11](=[CH:12][C:13]([O:17][C@H:18]([C:22]4[CH:27]=[CH:26][CH:25]=[C:24]([O:28][CH3:29])[CH:23]=4)[C@@H:19]([NH:21][C:37]([C:33]4[O:34][C:35]([CH3:36])=[C:31]([CH3:30])[CH:32]=4)=[O:38])[CH3:20])=[CH:14][CH:15]=3)[CH:10]=[N:9]2)=[CH:6][CH:7]=1, predict the reactants needed to synthesize it. The reactants are: [F:1][C:2]1[CH:7]=[CH:6][C:5]([N:8]2[C:16]3[C:11](=[CH:12][C:13]([O:17][C@H:18]([C:22]4[CH:27]=[CH:26][CH:25]=[C:24]([O:28][CH3:29])[CH:23]=4)[C@@H:19]([NH2:21])[CH3:20])=[CH:14][CH:15]=3)[CH:10]=[N:9]2)=[CH:4][CH:3]=1.[CH3:30][C:31]1[CH:32]=[C:33]([C:37](O)=[O:38])[O:34][C:35]=1[CH3:36]. (4) Given the product [OH:2][C@H:3]1[C:12]2[CH:11]=[CH:10][N:9]3[CH:13]=[C:14]([CH3:16])[N:15]=[C:8]3[C:7]=2[NH:6][C@H:5]([C:17]2[CH:22]=[CH:21][CH:20]=[CH:19][CH:18]=2)[C@H:4]1[OH:23], predict the reactants needed to synthesize it. The reactants are: Br.[OH:2][C@@H:3]1[C:12]2[CH:11]=[CH:10][N:9]3[CH:13]=[C:14]([CH3:16])[N:15]=[C:8]3[C:7]=2[NH:6][C@H:5]([C:17]2[CH:22]=[CH:21][CH:20]=[CH:19][CH:18]=2)[C@H:4]1[OH:23]. (5) Given the product [CH3:7][C:8]1[CH:14]=[CH:13][CH:12]=[CH:11][C:9]=1[NH:10][CH2:16][C:17]1[CH:26]=[CH:25][C:24]2[C:19](=[CH:20][CH:21]=[CH:22][CH:23]=2)[C:18]=1[B:27]1[O:31][C:30]([CH3:33])([CH3:32])[C:29]([CH3:35])([CH3:34])[O:28]1, predict the reactants needed to synthesize it. The reactants are: C([O-])([O-])=O.[K+].[K+].[CH3:7][C:8]1[CH:14]=[CH:13][CH:12]=[CH:11][C:9]=1[NH2:10].Br[CH2:16][C:17]1[CH:26]=[CH:25][C:24]2[C:19](=[CH:20][CH:21]=[CH:22][CH:23]=2)[C:18]=1[B:27]1[O:31][C:30]([CH3:33])([CH3:32])[C:29]([CH3:35])([CH3:34])[O:28]1.O. (6) Given the product [C:16]([O-:18])(=[O:17])[CH3:15].[CH3:42][CH2:41][CH2:11][CH2:12][CH2:13][CH3:14], predict the reactants needed to synthesize it. The reactants are: N1C=CN=C1.C[C@H]1[C@H](O)C(=O)OC[C@]23[C@H](O[C@H]4[C@]5(OC5)[C@]2(C)[C@@H](C4)[O:18][C:16](=[O:17])[CH:15]=[CH:14][CH:13]=[CH:12][C@H:11]([C@H:41](O)[CH3:42])OCC1)C=C(C)CC3.[Si](Cl)(C(C)(C)C)(C)C.